From a dataset of Plasma protein binding rate (PPBR) regression data from AstraZeneca. Regression/Classification. Given a drug SMILES string, predict its absorption, distribution, metabolism, or excretion properties. Task type varies by dataset: regression for continuous measurements (e.g., permeability, clearance, half-life) or binary classification for categorical outcomes (e.g., BBB penetration, CYP inhibition). For this dataset (ppbr_az), we predict Y. (1) The compound is O=c1cc(OCc2ccccc2)ccn1-c1ccc2c(cnn2CCN2CCCC2)c1. The Y is 83.0 %. (2) The molecule is CCNC(=O)[C@H]1O[C@@H](n2cnc3c(NCC(c4ccccc4)c4ccccc4)nc(C(=O)NCCNC(=O)NC4CCN(c5ccccn5)CC4)nc32)[C@H](O)[C@@H]1O. The Y is 99.1 %. (3) The compound is CC(C)C[C@H](CO)Nc1nc(SCc2cccc(C#N)c2)nc2nc(N)sc12. The Y is 99.1 %. (4) The drug is CCc1ccc(OCC(=O)O)c(-c2ccc(S(C)(=O)=O)cc2)c1. The Y is 94.3 %. (5) The compound is CS(=O)(=O)NC(=O)CCCc1c(-c2ccc(F)cc2)[nH]c2ccc(C#N)cc12. The Y is 98.7 %. (6) The molecule is CC(C)(C)OC(=O)NC[C@H]1CC[C@H](CNC(=O)c2cc(-c3ccccc3)nc3ccccc23)CC1. The Y is 99.9 %. (7) The molecule is CSc1ccc2c(c1)N(CCC1CCCCN1C)c1ccccc1S2. The Y is 99.6 %.